Dataset: NCI-60 drug combinations with 297,098 pairs across 59 cell lines. Task: Regression. Given two drug SMILES strings and cell line genomic features, predict the synergy score measuring deviation from expected non-interaction effect. (1) Drug 1: CC1=C(C(CCC1)(C)C)C=CC(=CC=CC(=CC(=O)O)C)C. Drug 2: C(=O)(N)NO. Cell line: BT-549. Synergy scores: CSS=0.736, Synergy_ZIP=1.55, Synergy_Bliss=1.54, Synergy_Loewe=-1.13, Synergy_HSA=-2.01. (2) Drug 1: CC12CCC3C(C1CCC2=O)CC(=C)C4=CC(=O)C=CC34C. Drug 2: C1CNP(=O)(OC1)N(CCCl)CCCl. Cell line: M14. Synergy scores: CSS=38.9, Synergy_ZIP=1.28, Synergy_Bliss=3.14, Synergy_Loewe=-11.4, Synergy_HSA=2.55. (3) Drug 2: CC1C(C(CC(O1)OC2CC(CC3=C2C(=C4C(=C3O)C(=O)C5=C(C4=O)C(=CC=C5)OC)O)(C(=O)CO)O)N)O.Cl. Synergy scores: CSS=37.2, Synergy_ZIP=-8.51, Synergy_Bliss=-13.4, Synergy_Loewe=-13.8, Synergy_HSA=-10.3. Drug 1: CCN(CC)CCCC(C)NC1=C2C=C(C=CC2=NC3=C1C=CC(=C3)Cl)OC. Cell line: HT29. (4) Drug 1: CC1OCC2C(O1)C(C(C(O2)OC3C4COC(=O)C4C(C5=CC6=C(C=C35)OCO6)C7=CC(=C(C(=C7)OC)O)OC)O)O. Drug 2: C1=CC=C(C=C1)NC(=O)CCCCCCC(=O)NO. Cell line: HCC-2998. Synergy scores: CSS=7.64, Synergy_ZIP=-8.72, Synergy_Bliss=-10.1, Synergy_Loewe=-9.89, Synergy_HSA=-7.27.